Dataset: NCI-60 drug combinations with 297,098 pairs across 59 cell lines. Task: Regression. Given two drug SMILES strings and cell line genomic features, predict the synergy score measuring deviation from expected non-interaction effect. (1) Drug 1: CCCS(=O)(=O)NC1=C(C(=C(C=C1)F)C(=O)C2=CNC3=C2C=C(C=N3)C4=CC=C(C=C4)Cl)F. Drug 2: CC1=C(C(=O)C2=C(C1=O)N3CC4C(C3(C2COC(=O)N)OC)N4)N. Cell line: U251. Synergy scores: CSS=28.5, Synergy_ZIP=-0.221, Synergy_Bliss=0.153, Synergy_Loewe=-20.0, Synergy_HSA=0.181. (2) Drug 1: CC1C(C(CC(O1)OC2CC(OC(C2O)C)OC3=CC4=CC5=C(C(=O)C(C(C5)C(C(=O)C(C(C)O)O)OC)OC6CC(C(C(O6)C)O)OC7CC(C(C(O7)C)O)OC8CC(C(C(O8)C)O)(C)O)C(=C4C(=C3C)O)O)O)O. Drug 2: CC1=C(C(=O)C2=C(C1=O)N3CC4C(C3(C2COC(=O)N)OC)N4)N. Cell line: HS 578T. Synergy scores: CSS=68.2, Synergy_ZIP=-1.57, Synergy_Bliss=-2.87, Synergy_Loewe=-3.11, Synergy_HSA=-2.61. (3) Drug 1: CC1CCC2CC(C(=CC=CC=CC(CC(C(=O)C(C(C(=CC(C(=O)CC(OC(=O)C3CCCCN3C(=O)C(=O)C1(O2)O)C(C)CC4CCC(C(C4)OC)OCCO)C)C)O)OC)C)C)C)OC. Drug 2: C1CN(P(=O)(OC1)NCCCl)CCCl. Cell line: HL-60(TB). Synergy scores: CSS=-0.692, Synergy_ZIP=1.35, Synergy_Bliss=1.15, Synergy_Loewe=-3.32, Synergy_HSA=-1.73. (4) Drug 1: COC1=CC(=CC(=C1O)OC)C2C3C(COC3=O)C(C4=CC5=C(C=C24)OCO5)OC6C(C(C7C(O6)COC(O7)C8=CC=CS8)O)O. Drug 2: C1=C(C(=O)NC(=O)N1)N(CCCl)CCCl. Cell line: 786-0. Synergy scores: CSS=45.2, Synergy_ZIP=3.62, Synergy_Bliss=5.76, Synergy_Loewe=-2.77, Synergy_HSA=8.66. (5) Drug 1: CC1C(C(CC(O1)OC2CC(OC(C2O)C)OC3=CC4=CC5=C(C(=O)C(C(C5)C(C(=O)C(C(C)O)O)OC)OC6CC(C(C(O6)C)O)OC7CC(C(C(O7)C)O)OC8CC(C(C(O8)C)O)(C)O)C(=C4C(=C3C)O)O)O)O. Drug 2: C1C(C(OC1N2C=NC(=NC2=O)N)CO)O. Cell line: NCI-H522. Synergy scores: CSS=25.1, Synergy_ZIP=-1.67, Synergy_Bliss=0.268, Synergy_Loewe=-7.81, Synergy_HSA=1.98. (6) Drug 1: CCN(CC)CCNC(=O)C1=C(NC(=C1C)C=C2C3=C(C=CC(=C3)F)NC2=O)C. Drug 2: C1=NNC2=C1C(=O)NC=N2. Cell line: SK-MEL-5. Synergy scores: CSS=-1.20, Synergy_ZIP=-1.89, Synergy_Bliss=-3.94, Synergy_Loewe=-4.90, Synergy_HSA=-4.60. (7) Drug 1: C1=CC(=CC=C1C#N)C(C2=CC=C(C=C2)C#N)N3C=NC=N3. Drug 2: COC1=C2C(=CC3=C1OC=C3)C=CC(=O)O2. Cell line: OVCAR3. Synergy scores: CSS=-7.64, Synergy_ZIP=-2.08, Synergy_Bliss=-14.5, Synergy_Loewe=-8.72, Synergy_HSA=-14.2. (8) Drug 1: COC1=CC(=CC(=C1O)OC)C2C3C(COC3=O)C(C4=CC5=C(C=C24)OCO5)OC6C(C(C7C(O6)COC(O7)C8=CC=CS8)O)O. Drug 2: CC(C)CN1C=NC2=C1C3=CC=CC=C3N=C2N. Cell line: LOX IMVI. Synergy scores: CSS=40.9, Synergy_ZIP=-0.374, Synergy_Bliss=-1.50, Synergy_Loewe=-12.7, Synergy_HSA=-0.338. (9) Drug 1: CC(C)CN1C=NC2=C1C3=CC=CC=C3N=C2N. Drug 2: CC12CCC3C(C1CCC2OP(=O)(O)O)CCC4=C3C=CC(=C4)OC(=O)N(CCCl)CCCl.[Na+]. Cell line: OVCAR-4. Synergy scores: CSS=2.58, Synergy_ZIP=0.888, Synergy_Bliss=3.03, Synergy_Loewe=0.831, Synergy_HSA=0.776.